From a dataset of Forward reaction prediction with 1.9M reactions from USPTO patents (1976-2016). Predict the product of the given reaction. (1) Given the reactants [SH:1][C:2]1[S:3][C:4]2[CH2:10][O:9][C:8]3[C:11]([O:15][CH2:16][C:17]([O:19]CC)=[O:18])=[CH:12][CH:13]=[CH:14][C:7]=3[C:5]=2[N:6]=1.[C:22]1([CH:28]([C:32]2[CH:37]=[CH:36][CH:35]=[CH:34][CH:33]=2)[CH2:29][CH2:30]I)[CH:27]=[CH:26][CH:25]=[CH:24][CH:23]=1, predict the reaction product. The product is: [C:22]1([CH:28]([C:32]2[CH:33]=[CH:34][CH:35]=[CH:36][CH:37]=2)[CH2:29][CH2:30][S:1][C:2]2[S:3][C:4]3[CH2:10][O:9][C:8]4[C:11]([O:15][CH2:16][C:17]([OH:19])=[O:18])=[CH:12][CH:13]=[CH:14][C:7]=4[C:5]=3[N:6]=2)[CH:27]=[CH:26][CH:25]=[CH:24][CH:23]=1. (2) Given the reactants [Cl:1][C:2]1[C:10]2[C:5](=[CH:6][C:7]([C:11]([NH:13][C@H:14]([C:24]3[CH:29]=[CH:28][CH:27]=[CH:26][CH:25]=3)[CH2:15][O:16][CH2:17][CH:18]3[CH2:23][CH2:22][NH:21][CH2:20][CH2:19]3)=[O:12])=[CH:8][CH:9]=2)[NH:4][CH:3]=1.[CH3:30][C:31]([CH3:33])=O, predict the reaction product. The product is: [ClH:1].[Cl:1][C:2]1[C:10]2[C:5](=[CH:6][C:7]([C:11]([NH:13][C@H:14]([C:24]3[CH:29]=[CH:28][CH:27]=[CH:26][CH:25]=3)[CH2:15][O:16][CH2:17][CH:18]3[CH2:19][CH2:20][N:21]([CH:31]([CH3:33])[CH3:30])[CH2:22][CH2:23]3)=[O:12])=[CH:8][CH:9]=2)[NH:4][CH:3]=1. (3) Given the reactants Br[CH2:2][C:3]1[CH:4]=[C:5]2[C:9](=[CH:10][CH:11]=1)[C:8](=[O:12])[N:7]([CH2:13][CH2:14][C:15]([O:17][CH2:18][CH3:19])=[O:16])[C:6]2=[O:20].[OH:21]P([O-])([O-])=O.[K+].[K+].OP([O-])(O)=O.[K+], predict the reaction product. The product is: [CH:2]([C:3]1[CH:4]=[C:5]2[C:9](=[CH:10][CH:11]=1)[C:8](=[O:12])[N:7]([CH2:13][CH2:14][C:15]([O:17][CH2:18][CH3:19])=[O:16])[C:6]2=[O:20])=[O:21]. (4) Given the reactants I[C:2]1[N:6]([C:7]2[CH:12]=[CH:11][C:10]([C:13]([N:15]3[CH2:20][CH2:19][N:18]([CH3:21])[CH2:17][CH2:16]3)=[O:14])=[CH:9][CH:8]=2)[N:5]=[C:4]([C:22]2[CH:31]=[CH:30][C:25]([C:26]([O:28][CH3:29])=[O:27])=[CH:24][CH:23]=2)[CH:3]=1.[C:32]([C:36]1[CH:37]=[C:38](B2OC(C)(C)C(C)(C)O2)[CH:39]=[C:40]([C:42]([CH3:45])([CH3:44])[CH3:43])[CH:41]=1)([CH3:35])([CH3:34])[CH3:33].C(=O)([O-])[O-].[K+].[K+].C1COCC1, predict the reaction product. The product is: [C:32]([C:36]1[CH:37]=[C:38]([C:2]2[N:6]([C:7]3[CH:8]=[CH:9][C:10]([C:13]([N:15]4[CH2:16][CH2:17][N:18]([CH3:21])[CH2:19][CH2:20]4)=[O:14])=[CH:11][CH:12]=3)[N:5]=[C:4]([C:22]3[CH:31]=[CH:30][C:25]([C:26]([O:28][CH3:29])=[O:27])=[CH:24][CH:23]=3)[CH:3]=2)[CH:39]=[C:40]([C:42]([CH3:45])([CH3:44])[CH3:43])[CH:41]=1)([CH3:35])([CH3:34])[CH3:33]. (5) Given the reactants C(Cl)(=O)C(Cl)=O.CS(C)=O.[CH2:11]([N:18]1[CH2:23][CH2:22][N:21]([CH2:24][C:25]2[CH:30]=[CH:29][CH:28]=[CH:27][CH:26]=2)[CH2:20][C@@H:19]1[CH2:31][CH2:32][OH:33])[C:12]1[CH:17]=[CH:16][CH:15]=[CH:14][CH:13]=1.C(N(CC)CC)C, predict the reaction product. The product is: [CH2:11]([N:18]1[CH2:23][CH2:22][N:21]([CH2:24][C:25]2[CH:30]=[CH:29][CH:28]=[CH:27][CH:26]=2)[CH2:20][C@@H:19]1[CH2:31][CH:32]=[O:33])[C:12]1[CH:13]=[CH:14][CH:15]=[CH:16][CH:17]=1. (6) Given the reactants [Cl:1][C:2]1[CH:7]=[C:6]([N+:8]([O-])=O)[CH:5]=[CH:4][C:3]=1[O:11][C:12]1[CH:17]=[CH:16][CH:15]=[CH:14][CH:13]=1.[H][H], predict the reaction product. The product is: [Cl:1][C:2]1[CH:7]=[C:6]([CH:5]=[CH:4][C:3]=1[O:11][C:12]1[CH:17]=[CH:16][CH:15]=[CH:14][CH:13]=1)[NH2:8].